Predict the reaction yield, written as a fraction of the theoretical maximum amount of product (1.0 means a 100% yield; for example, 0.34 means a 34% yield). From a dataset of Reaction yield outcomes from USPTO patents with 853,638 reactions. (1) The reactants are [CH3:1][C:2]1[C:6]([CH2:7][N:8]2[CH:12]=[C:11]([N:13]3[C:17](=[O:18])[CH2:16][NH:15][C:14]3=[O:19])[CH:10]=[N:9]2)=[C:5]([CH3:20])[O:4][N:3]=1.Br[CH2:22][C:23]1[CH:27]=[C:26]([CH3:28])[N:25]([CH3:29])[N:24]=1. No catalyst specified. The product is [CH3:29][N:25]1[C:26]([CH3:28])=[CH:27][C:23]([CH2:22][N:15]2[CH2:16][C:17](=[O:18])[N:13]([C:11]3[CH:10]=[N:9][N:8]([CH2:7][C:6]4[C:2]([CH3:1])=[N:3][O:4][C:5]=4[CH3:20])[CH:12]=3)[C:14]2=[O:19])=[N:24]1. The yield is 0.220. (2) The reactants are [CH2:1]([O:3][C:4]([C:6]1[O:7][C:8]2[CH:14]=[C:13]([OH:15])[CH:12]=[CH:11][C:9]=2[CH:10]=1)=[O:5])[CH3:2].C([O-])([O-])=O.[Cs+].[Cs+].Cl.Cl[C:24]1[S:25][C:26]2[C:27]([N:32]=1)=[N:28][CH:29]=[CH:30][CH:31]=2.O. The catalyst is CC#N. The product is [CH2:1]([O:3][C:4]([C:6]1[O:7][C:8]2[CH:14]=[C:13]([O:15][C:24]3[S:25][C:26]4[C:27]([N:32]=3)=[N:28][CH:29]=[CH:30][CH:31]=4)[CH:12]=[CH:11][C:9]=2[CH:10]=1)=[O:5])[CH3:2]. The yield is 0.690. (3) The reactants are [Cl:1][C:2]1[CH:3]=[C:4]([C:9]([NH:11][C@H:12]2[CH2:16][CH2:15][N:14]([CH3:17])[C:13]2=O)=[O:10])[CH:5]=[N:6][C:7]=1Cl.[NH2:19][NH2:20].CC[OH:23]. No catalyst specified. The product is [Cl:1][C:2]1[CH:3]=[C:4]([C:9]([NH:11][C@H:12]2[CH2:16][C:15](=[O:23])[N:14]([CH3:17])[CH2:13]2)=[O:10])[CH:5]=[N:6][C:7]=1[NH:19][NH2:20]. The yield is 0.960. (4) The reactants are Br[C:2]1[CH:7]=[CH:6][C:5]([C:8]2[N:9]([C:13]([O:15][CH2:16][CH:17]([CH3:19])[CH3:18])=[O:14])[CH:10]=[CH:11][N:12]=2)=[CH:4][CH:3]=1.[CH3:20][C:21]([O:24][C:25]([N:27]1[CH2:33][C:32]2[CH:34]=[C:35](B(O)O)[CH:36]=[CH:37][C:31]=2[O:30][CH2:29][CH2:28]1)=[O:26])([CH3:23])[CH3:22].C(N(C(C)C)CC)(C)C.ClCCl. The catalyst is O1CCOCC1.C(OCC)(=O)C. The product is [CH3:18][CH:17]([CH3:19])[CH2:16][O:15][C:13]([N:9]1[CH:10]=[CH:11][N:12]=[C:8]1[C:5]1[CH:6]=[CH:7][C:2]([C:35]2[CH:36]=[CH:37][C:31]3[O:30][CH2:29][CH2:28][N:27]([C:25]([O:24][C:21]([CH3:22])([CH3:20])[CH3:23])=[O:26])[CH2:33][C:32]=3[CH:34]=2)=[CH:3][CH:4]=1)=[O:14]. The yield is 0.430.